This data is from Reaction yield outcomes from USPTO patents with 853,638 reactions. The task is: Predict the reaction yield, written as a fraction of the theoretical maximum amount of product (1.0 means a 100% yield; for example, 0.34 means a 34% yield). (1) The reactants are [C:1]([C:5]1[O:9][N:8]=[C:7]([NH:10][C:11]([NH:13][C:14]2[CH:19]=[CH:18][CH:17]=[C:16]([C:20]#[C:21][C:22]3[CH:23]=[N:24][C:25](Cl)=[N:26][CH:27]=3)[CH:15]=2)=[O:12])[CH:6]=1)([CH3:4])([CH3:3])[CH3:2].[NH2:29][CH2:30][CH:31]1[CH2:35][CH2:34][CH2:33][N:32]1[C:36]([O:38][C:39]([CH3:42])([CH3:41])[CH3:40])=[O:37].Cl. The catalyst is CC#N. The product is [C:1]([C:5]1[O:9][N:8]=[C:7]([NH:10][C:11]([NH:13][C:14]2[CH:19]=[CH:18][CH:17]=[C:16]([C:20]#[C:21][C:22]3[CH:23]=[N:24][C:25]([NH:29][CH2:30][CH:31]4[CH2:35][CH2:34][CH2:33][N:32]4[C:36]([O:38][C:39]([CH3:42])([CH3:41])[CH3:40])=[O:37])=[N:26][CH:27]=3)[CH:15]=2)=[O:12])[CH:6]=1)([CH3:4])([CH3:3])[CH3:2]. The yield is 0.840. (2) The reactants are [F:1][C:2]1[CH:7]=[CH:6][C:5]([N:8]([C:18]2[CH:23]=[CH:22][CH:21]=[CH:20][C:19]=2O)[C:9](=O)[C:10]2[CH:15]=[CH:14][C:13]([OH:16])=[CH:12][CH:11]=2)=[CH:4][CH:3]=1.C1C[O:28]CC1. No catalyst specified. The product is [F:1][C:2]1[CH:7]=[CH:6][C:5]([N:8]([CH2:9][C:10]2[CH:15]=[CH:14][C:13]([OH:16])=[CH:12][CH:11]=2)[C:18]2[CH:23]=[CH:22][C:21]([OH:28])=[CH:20][CH:19]=2)=[CH:4][CH:3]=1. The yield is 0.920. (3) The reactants are [C:1]([O:5][C:6]([N:8]1[CH2:13][CH2:12][N:11]([C:14]2[CH:19]=[CH:18][C:17]([NH2:20])=[C:16]([CH2:21][NH:22]C(=O)C)[CH:15]=2)[CH2:10][CH2:9]1)=[O:7])([CH3:4])([CH3:3])[CH3:2].[OH-].[K+].O. The catalyst is C(O)C. The product is [NH2:20][C:17]1[CH:18]=[CH:19][C:14]([N:11]2[CH2:12][CH2:13][N:8]([C:6]([O:5][C:1]([CH3:2])([CH3:4])[CH3:3])=[O:7])[CH2:9][CH2:10]2)=[CH:15][C:16]=1[CH2:21][NH2:22]. The yield is 0.840. (4) The yield is 0.400. The product is [CH3:32][C:29]1[CH:28]=[C:27]([NH:26][C:18]2[CH:17]=[C:16]([Cl:15])[N:21]=[C:20]([S:8][C:7]3[CH:6]=[CH:5][C:4]([NH:9][C:10]([CH:12]4[CH2:13][CH2:14]4)=[O:11])=[CH:3][C:2]=3[F:1])[N:19]=2)[NH:31][N:30]=1. The reactants are [F:1][C:2]1[CH:3]=[C:4]([NH:9][C:10]([CH:12]2[CH2:14][CH2:13]2)=[O:11])[CH:5]=[CH:6][C:7]=1[SH:8].[Cl:15][C:16]1[N:21]=[C:20](S(C)(=O)=O)[N:19]=[C:18]([NH:26][C:27]2[NH:31][N:30]=[C:29]([CH3:32])[CH:28]=2)[CH:17]=1. The catalyst is C(O)(C)(C)C.CCOC(C)=O. (5) The reactants are [C:1]([O:5][C:6]([NH:8][C@H:9]([CH2:16][OH:17])[CH2:10][CH2:11][C:12]([O:14][CH3:15])=[O:13])=[O:7])([CH3:4])([CH3:3])[CH3:2].[C:18]1([CH3:28])[CH:23]=[CH:22][C:21]([S:24](Cl)(=[O:26])=[O:25])=[CH:20][CH:19]=1.C(N(CC)CC)C. The catalyst is C(Cl)Cl. The product is [C:1]([O:5][C:6]([NH:8][C@H:9]([CH2:16][O:17][S:24]([C:21]1[CH:22]=[CH:23][C:18]([CH3:28])=[CH:19][CH:20]=1)(=[O:26])=[O:25])[CH2:10][CH2:11][C:12]([O:14][CH3:15])=[O:13])=[O:7])([CH3:2])([CH3:4])[CH3:3]. The yield is 0.540. (6) The reactants are C(OC(=O)C)(=O)C.[CH3:8][O:9][C:10]1[CH:11]=[C:12]([C:19]([OH:21])=[O:20])[C:13](=[CH:17][CH:18]=1)[C:14]([OH:16])=O. The catalyst is O1CCCC1. The product is [CH3:8][O:9][C:10]1[CH:11]=[C:12]2[C:19](=[O:20])[O:21][C:14](=[O:16])[C:13]2=[CH:17][CH:18]=1. The yield is 0.990. (7) The yield is 0.380. The reactants are [F:1][C:2]1[CH:28]=[C:27]([F:29])[CH:26]=[CH:25][C:3]=1[O:4][C:5]1[CH:10]=[CH:9][C:8]([NH:11][S:12]([CH3:15])(=[O:14])=[O:13])=[CH:7][C:6]=1[C:16]1[CH:21]=[C:20]([CH3:22])[C:19](=[O:23])[N:18]([CH3:24])[CH:17]=1.C([O-])([O-])=O.[Cs+].[Cs+].CC1C=CC(S(O[CH:47]2[CH2:50][O:49][CH2:48]2)(=O)=O)=CC=1. The product is [F:1][C:2]1[CH:28]=[C:27]([F:29])[CH:26]=[CH:25][C:3]=1[O:4][C:5]1[CH:10]=[CH:9][C:8]([N:11]([CH:47]2[CH2:50][O:49][CH2:48]2)[S:12]([CH3:15])(=[O:13])=[O:14])=[CH:7][C:6]=1[C:16]1[CH:21]=[C:20]([CH3:22])[C:19](=[O:23])[N:18]([CH3:24])[CH:17]=1. The catalyst is CN(C=O)C.